Predict the reactants needed to synthesize the given product. From a dataset of Full USPTO retrosynthesis dataset with 1.9M reactions from patents (1976-2016). (1) The reactants are: [NH2:1][C:2]1[CH:3]=[C:4]([N:8]2[CH2:12][CH2:11][NH:10][C:9]2=[O:13])[CH:5]=[CH:6][CH:7]=1.[CH:14](=O)[C:15]1[CH:20]=[CH:19][CH:18]=[CH:17][CH:16]=1.C(O)(=O)C.[BH4-].[Na+]. Given the product [CH2:14]([NH:1][C:2]1[CH:3]=[C:4]([N:8]2[CH2:12][CH2:11][NH:10][C:9]2=[O:13])[CH:5]=[CH:6][CH:7]=1)[C:15]1[CH:20]=[CH:19][CH:18]=[CH:17][CH:16]=1, predict the reactants needed to synthesize it. (2) Given the product [OH-:5].[NH4+:14].[O:5]1[CH2:9][CH2:8][CH:7]([C:10]2[CH:11]=[C:12]([C:13]3([NH2:14])[CH2:2][CH2:1]3)[CH:15]=[CH:16][CH:17]=2)[CH2:6]1, predict the reactants needed to synthesize it. The reactants are: [CH2:1]([Mg]Br)[CH3:2].[O:5]1[CH2:9][CH2:8][CH:7]([C:10]2[CH:11]=[C:12]([CH:15]=[CH:16][CH:17]=2)[C:13]#[N:14])[CH2:6]1.B(F)(F)F.CCOCC.[OH-].[Na+].